This data is from Experimental lipophilicity measurements (octanol/water distribution) for 4,200 compounds from AstraZeneca. The task is: Regression/Classification. Given a drug SMILES string, predict its absorption, distribution, metabolism, or excretion properties. Task type varies by dataset: regression for continuous measurements (e.g., permeability, clearance, half-life) or binary classification for categorical outcomes (e.g., BBB penetration, CYP inhibition). For this dataset (lipophilicity_astrazeneca), we predict Y. (1) The compound is c1ccc([C@H]2CN3CCSC3=N2)cc1. The Y is 0.810 logD. (2) The compound is CC(C)C(NC(=O)Cn1c(-c2ccccc2)ccc(NC(=O)OCc2ccncc2)c1=O)C(=O)C(F)(F)F. The Y is 2.41 logD. (3) The molecule is CCCCC(c1ccncc1)n1[nH]c(=O)c2nc3cc(Cl)ccc3c(O)c2c1=O. The Y is 1.40 logD.